This data is from Catalyst prediction with 721,799 reactions and 888 catalyst types from USPTO. The task is: Predict which catalyst facilitates the given reaction. (1) Reactant: [NH2:1][C:2]1[C:3]([CH3:38])=[C:4]([CH:35]=[CH:36][CH:37]=1)[O:5][C:6]1[C:7]([C:23]([NH:25][CH2:26][C:27]2[CH:32]=[CH:31][C:30]([O:33][CH3:34])=[CH:29][CH:28]=2)=[O:24])=[C:8]([NH:14][C:15]2[CH:20]=[CH:19][C:18]([I:21])=[CH:17][C:16]=2[F:22])[N:9]([CH3:13])[C:10](=[O:12])[CH:11]=1.[CH2:39]([S:41](Cl)(=[O:43])=[O:42])[CH3:40]. The catalyst class is: 272. Product: [CH2:39]([S:41]([NH:1][C:2]1[C:3]([CH3:38])=[C:4]([CH:35]=[CH:36][CH:37]=1)[O:5][C:6]1[C:7]([C:23]([NH:25][CH2:26][C:27]2[CH:28]=[CH:29][C:30]([O:33][CH3:34])=[CH:31][CH:32]=2)=[O:24])=[C:8]([NH:14][C:15]2[CH:20]=[CH:19][C:18]([I:21])=[CH:17][C:16]=2[F:22])[N:9]([CH3:13])[C:10](=[O:12])[CH:11]=1)(=[O:43])=[O:42])[CH3:40]. (2) Reactant: [C:1]1(=[O:11])[C:10]2[C:5](=[CH:6][CH:7]=[CH:8][CH:9]=2)[CH:4]=[CH:3][NH:2]1.C1C(=O)N([Br:19])C(=O)C1.O. Product: [Br:19][C:4]1[C:5]2[C:10](=[CH:9][CH:8]=[CH:7][CH:6]=2)[C:1](=[O:11])[NH:2][CH:3]=1. The catalyst class is: 3.